From a dataset of Ames mutagenicity test results for genotoxicity prediction. Regression/Classification. Given a drug SMILES string, predict its toxicity properties. Task type varies by dataset: regression for continuous values (e.g., LD50, hERG inhibition percentage) or binary classification for toxic/non-toxic outcomes (e.g., AMES mutagenicity, cardiotoxicity, hepatotoxicity). Dataset: ames. (1) The drug is O=NN1C[C@@H](Cl)[C@H](Cl)C1. The result is 1 (mutagenic). (2) The drug is N#[N+]c1cccc2c1C(=O)c1ccccc1C2=O. The result is 1 (mutagenic). (3) The result is 1 (mutagenic). The molecule is Oc1cccc(O)c1O. (4) The molecule is CCN(CCCCO)N=O. The result is 1 (mutagenic). (5) The molecule is COC(O)=C1C(C)=NC(C)=C(C(=O)OCC(C)=O)[C@@H]1c1ccccc1[N+](=O)[O-]. The result is 0 (non-mutagenic). (6) The drug is CC(=O)N(O)c1ccc2c(c1)Cc1ccccc1-2. The result is 1 (mutagenic). (7) The molecule is O=P(OCC(Br)CBr)(OCC(Br)CBr)OCC(Br)CBr. The result is 1 (mutagenic).